From a dataset of Full USPTO retrosynthesis dataset with 1.9M reactions from patents (1976-2016). Predict the reactants needed to synthesize the given product. (1) Given the product [OH:20][C:21]1[C:22](=[O:39])[NH:23][CH:24]=[C:25]([S:27][CH2:28][C:29]2[CH:34]=[CH:33][C:32]([CH3:35])=[CH:31][N:30]=2)[CH:26]=1, predict the reactants needed to synthesize it. The reactants are: C(SC1C=C(O)C(=O)NC=1)C1C=CC=CC=1.COC[O:20][C:21]1[C:22](=[O:39])[N:23](COC)[CH:24]=[C:25]([S:27][CH2:28][C:29]2[CH:34]=[CH:33][C:32]([CH3:35])=[CH:31][N:30]=2)[CH:26]=1. (2) Given the product [CH3:1][N:2]1[C:10]2[C:5](=[C:6]([O:15][CH3:16])[C:7]([O:13][CH3:14])=[C:8]([O:11][CH3:12])[CH:9]=2)[CH:4]=[C:3]1[C:17]([N:20]1[CH2:26][CH2:25][CH2:24][N:23]([C:17]([C:3]2[N:2]([CH3:1])[C:10]3[C:5]([CH:4]=2)=[C:6]([O:15][CH3:16])[C:7]([O:13][CH3:14])=[C:8]([O:11][CH3:12])[CH:9]=3)=[O:19])[CH2:22][CH2:21]1)=[O:19], predict the reactants needed to synthesize it. The reactants are: [CH3:1][N:2]1[C:10]2[C:5](=[C:6]([O:15][CH3:16])[C:7]([O:13][CH3:14])=[C:8]([O:11][CH3:12])[CH:9]=2)[CH:4]=[C:3]1[C:17]([OH:19])=O.[NH:20]1[CH2:26][CH2:25][CH2:24][NH:23][CH2:22][CH2:21]1.